Dataset: Forward reaction prediction with 1.9M reactions from USPTO patents (1976-2016). Task: Predict the product of the given reaction. The product is: [Cl:22][C:20]1[S:21][C:16]2[CH:15]=[C:14]([C:12]([NH:11][C@@H:3]3[CH2:4][C:5]4[C:10](=[CH:9][CH:8]=[CH:7][CH:6]=4)[C@H:2]3[NH:1][C:33](=[O:34])[CH2:32][Cl:31])=[O:13])[NH:18][C:17]=2[C:19]=1[Cl:23]. Given the reactants [NH2:1][C@@H:2]1[C:10]2[C:5](=[CH:6][CH:7]=[CH:8][CH:9]=2)[CH2:4][C@H:3]1[NH:11][C:12]([C:14]1[NH:18][C:17]2[C:19]([Cl:23])=[C:20]([Cl:22])[S:21][C:16]=2[CH:15]=1)=[O:13].C(N(CC)CC)C.[Cl:31][CH2:32][C:33](Cl)=[O:34].O, predict the reaction product.